From a dataset of Reaction yield outcomes from USPTO patents with 853,638 reactions. Predict the reaction yield, written as a fraction of the theoretical maximum amount of product (1.0 means a 100% yield; for example, 0.34 means a 34% yield). (1) The reactants are Cl.[Cl:2][C:3]1[CH:8]=[CH:7][C:6]([C:9]2[N:14]=[C:13]([C:15]([NH:17][C@H:18]([C:23]([CH3:26])([CH3:25])[CH3:24])[CH2:19][C:20](O)=[O:21])=[O:16])[CH:12]=[CH:11][C:10]=2[C:27]2[CH:32]=[CH:31][CH:30]=[CH:29][C:28]=2[CH3:33])=[CH:5][C:4]=1[O:34][CH2:35][CH2:36][CH2:37][N:38]([CH3:40])[CH3:39]. The catalyst is C1COCC1.CO. The product is [ClH:2].[Cl:2][C:3]1[CH:8]=[CH:7][C:6]([C:9]2[N:14]=[C:13]([C:15]([NH:17][C@@H:18]([CH2:19][CH2:20][OH:21])[C:23]([CH3:24])([CH3:26])[CH3:25])=[O:16])[CH:12]=[CH:11][C:10]=2[C:27]2[CH:32]=[CH:31][CH:30]=[CH:29][C:28]=2[CH3:33])=[CH:5][C:4]=1[O:34][CH2:35][CH2:36][CH2:37][N:38]([CH3:40])[CH3:39]. The yield is 0.200. (2) The reactants are [O:1]1[CH2:6][CH2:5][CH2:4][CH2:3][CH:2]1[N:7]1[C:15]2[C:10](=[CH:11][C:12]([C:16]3[N:20]=[CH:19][N:18]([C:21]([C:34]4[CH:39]=[CH:38][CH:37]=[CH:36][CH:35]=4)([C:28]4[CH:33]=[CH:32][CH:31]=[CH:30][CH:29]=4)[C:22]4[CH:27]=[CH:26][CH:25]=[CH:24][CH:23]=4)[N:17]=3)=[CH:13][CH:14]=2)[C:9]([C:40]2[CH:41]=[C:42]([NH2:46])[CH:43]=[CH:44][CH:45]=2)=[N:8]1.[CH3:47][O:48][CH2:49][C:50](Cl)=[O:51].C(N(CC)CC)C. The catalyst is O1CCCC1. The product is [CH3:47][O:48][CH2:49][C:50]([NH:46][C:42]1[CH:43]=[CH:44][CH:45]=[C:40]([C:9]2[C:10]3[C:15](=[CH:14][CH:13]=[C:12]([C:16]4[N:20]=[CH:19][N:18]([C:21]([C:28]5[CH:33]=[CH:32][CH:31]=[CH:30][CH:29]=5)([C:22]5[CH:27]=[CH:26][CH:25]=[CH:24][CH:23]=5)[C:34]5[CH:35]=[CH:36][CH:37]=[CH:38][CH:39]=5)[N:17]=4)[CH:11]=3)[N:7]([CH:2]3[CH2:3][CH2:4][CH2:5][CH2:6][O:1]3)[N:8]=2)[CH:41]=1)=[O:51]. The yield is 0.990. (3) The reactants are [CH3:1][CH:2]([N:4]1[C:12](/[CH:13]=[CH:14]/[C@H:15]([OH:24])[CH2:16][C@H:17]([OH:23])[CH2:18][C:19]([O:21]C)=[O:20])=[C:11]([C:25]2[CH:30]=[CH:29][C:28]([F:31])=[CH:27][CH:26]=2)[C:10]2[C:5]1=[CH:6][CH:7]=[CH:8][CH:9]=2)[CH3:3].[OH-].[Na+:33].C(#N)C. The catalyst is CC(O)C. The product is [CH3:3][CH:2]([N:4]1[C:12](/[CH:13]=[CH:14]/[CH:15]([OH:24])[CH2:16][CH:17]([OH:23])[CH2:18][C:19]([O-:21])=[O:20])=[C:11]([C:25]2[CH:26]=[CH:27][C:28]([F:31])=[CH:29][CH:30]=2)[C:10]2[CH:9]=[CH:8][CH:7]=[CH:6][C:5]1=2)[CH3:1].[Na+:33]. The yield is 0.755. (4) The reactants are [NH2:1][C:2]1[CH:3]=[C:4]([NH:9]C(=O)C)[CH:5]=[CH:6][C:7]=1[CH3:8].[Cl:13][C:14]1[N:19]=[C:18]([N:20]2[CH2:25][CH2:24][O:23][CH2:22][CH2:21]2)[CH:17]=[CH:16][N:15]=1.O. The catalyst is CN(C=O)C. The product is [ClH:13].[CH3:8][C:7]1[C:2]([NH:1][C:14]2[N:19]=[C:18]([N:20]3[CH2:25][CH2:24][O:23][CH2:22][CH2:21]3)[CH:17]=[CH:16][N:15]=2)=[CH:3][C:4]([NH2:9])=[CH:5][CH:6]=1. The yield is 0.650. (5) The reactants are C(Cl)(=O)C(Cl)=O.[F:7][C:8]1[CH:13]=[CH:12][CH:11]=[CH:10][C:9]=1[C:14]1[C:19]([C:20](O)=[O:21])=[CH:18][N:17]=[C:16]([N:23]2[CH2:28][CH2:27][O:26][CH2:25][CH2:24]2)[N:15]=1.[CH2:29]([NH:36][CH:37]1[CH2:40][CH2:39][CH2:38]1)[C:30]1[CH:35]=[CH:34][CH:33]=[CH:32][CH:31]=1.C(N(C(C)C)CC)(C)C. The catalyst is C(Cl)Cl.CN(C=O)C. The product is [CH2:29]([N:36]([CH:37]1[CH2:38][CH2:39][CH2:40]1)[C:20]([C:19]1[C:14]([C:9]2[CH:10]=[CH:11][CH:12]=[CH:13][C:8]=2[F:7])=[N:15][C:16]([N:23]2[CH2:24][CH2:25][O:26][CH2:27][CH2:28]2)=[N:17][CH:18]=1)=[O:21])[C:30]1[CH:35]=[CH:34][CH:33]=[CH:32][CH:31]=1. The yield is 0.720. (6) The reactants are [CH3:1][C:2]([C:4]1[CH:9]=[CH:8][C:7]([OH:10])=[C:6]([O:11][CH3:12])[CH:5]=1)=[O:3].[CH2:13](Br)[C:14]1[CH:19]=[CH:18][CH:17]=[CH:16][CH:15]=1.C(=O)([O-])[O-].[K+].[K+]. The catalyst is CN(C=O)C. The product is [CH2:13]([O:10][C:7]1[CH:8]=[CH:9][C:4]([C:2](=[O:3])[CH3:1])=[CH:5][C:6]=1[O:11][CH3:12])[C:14]1[CH:19]=[CH:18][CH:17]=[CH:16][CH:15]=1. The yield is 0.990. (7) The reactants are [N+:1]([C:4]1[CH:9]=[CH:8][C:7]([C:10]2[C:18]3[C:13](=[CH:14][C:15]([NH2:19])=[CH:16][CH:17]=3)[NH:12][CH:11]=2)=[CH:6][CH:5]=1)([O-:3])=[O:2].[CH3:20][N:21]1[C:29]2[C:24](=[CH:25][C:26]([C:30](O)=[O:31])=[CH:27][CH:28]=2)[CH:23]=[CH:22]1.OC1C2N=NNC=2C=CC=1.C(N(CC)CC)C.Cl.C(N=C=NCCCN(C)C)C. The product is [CH3:20][N:21]1[C:29]2[C:24](=[CH:25][C:26]([C:30]([NH:19][C:15]3[CH:14]=[C:13]4[C:18]([C:10]([C:7]5[CH:8]=[CH:9][C:4]([N+:1]([O-:3])=[O:2])=[CH:5][CH:6]=5)=[CH:11][NH:12]4)=[CH:17][CH:16]=3)=[O:31])=[CH:27][CH:28]=2)[CH:23]=[CH:22]1. The catalyst is CN(C=O)C.O. The yield is 0.560. (8) The reactants are [C:1]([O:5][C:6]([N:8]1[C:12]2[C:13](=O)[CH2:14][CH2:15][CH2:16][C:11]=2[N:10]=[CH:9]1)=[O:7])([CH3:4])([CH3:3])[CH3:2].[C:18]([O:22][C:23](=[O:30])[NH:24][CH2:25][CH2:26][CH2:27][CH2:28][NH2:29])([CH3:21])([CH3:20])[CH3:19].C(O[BH-](OC(=O)C)OC(=O)C)(=O)C.[Na+].C(=O)(O)[O-].[Na+]. The catalyst is C(Cl)Cl. The product is [C:1]([O:5][C:6]([N:8]1[C:12]2[CH:13]([NH:29][CH2:28][CH2:27][CH2:26][CH2:25][NH:24][C:23]([O:22][C:18]([CH3:21])([CH3:20])[CH3:19])=[O:30])[CH2:14][CH2:15][CH2:16][C:11]=2[N:10]=[CH:9]1)=[O:7])([CH3:4])([CH3:3])[CH3:2]. The yield is 0.480. (9) The reactants are Cl[C:2]1[N:6]([CH2:7][C:8]2[CH:13]=[CH:12][C:11]([C:14]3[CH:19]=[CH:18][CH:17]=[CH:16][C:15]=3[C:20]#[N:21])=[CH:10][CH:9]=2)[C:5]2[C:22]([C:26]([O:28][CH2:29][CH3:30])=[O:27])=[CH:23][CH:24]=[CH:25][C:4]=2[N:3]=1.[CH3:31][CH2:32][O-:33].[Na+]. The catalyst is C(O)C. The product is [C:20]([C:15]1[CH:16]=[CH:17][CH:18]=[CH:19][C:14]=1[C:11]1[CH:12]=[CH:13][C:8]([CH2:7][N:6]2[C:5]3[C:22]([C:26]([O:28][CH2:29][CH3:30])=[O:27])=[CH:23][CH:24]=[CH:25][C:4]=3[N:3]=[C:2]2[O:33][CH2:32][CH3:31])=[CH:9][CH:10]=1)#[N:21]. The yield is 0.700.